Dataset: Forward reaction prediction with 1.9M reactions from USPTO patents (1976-2016). Task: Predict the product of the given reaction. (1) Given the reactants [F:1][C:2]([F:14])([F:13])[O:3][C:4]1[CH:12]=[CH:11][C:7]([C:8]([OH:10])=O)=[CH:6][CH:5]=1.CCN(C(C)C)C(C)C.CN(C(ON1N=NC2C=CC=NC1=2)=[N+](C)C)C.F[P-](F)(F)(F)(F)F.[NH2:48][C:49]([C:72]#[N:73])([CH3:71])[CH2:50][O:51][C:52]1[CH:53]=[CH:54][C:55]2[CH2:59][O:58][B:57]([OH:60])[C:56]=2[C:61]=1[CH2:62][NH:63][C:64](=[O:70])[O:65][C:66]([CH3:69])([CH3:68])[CH3:67], predict the reaction product. The product is: [C:72]([C:49]([NH:48][C:8](=[O:10])[C:7]1[CH:6]=[CH:5][C:4]([O:3][C:2]([F:1])([F:14])[F:13])=[CH:12][CH:11]=1)([CH3:71])[CH2:50][O:51][C:52]1[CH:53]=[CH:54][C:55]2[CH2:59][O:58][B:57]([OH:60])[C:56]=2[C:61]=1[CH2:62][NH:63][C:64](=[O:70])[O:65][C:66]([CH3:67])([CH3:68])[CH3:69])#[N:73]. (2) Given the reactants [NH2:1][C:2]1[CH:3]=[C:4]([C:8]2[N:13]3[N:14]=[CH:15][C:16]([C:17]([C:19]4[S:20][CH:21]=[CH:22][CH:23]=4)=[O:18])=[C:12]3[N:11]=[CH:10][CH:9]=2)[CH:5]=[CH:6][CH:7]=1.[CH3:24][O:25][C:26]1[CH:35]=[CH:34][CH:33]=[CH:32][C:27]=1[CH:28]=[CH:29][CH:30]=O, predict the reaction product. The product is: [CH3:24][O:25][C:26]1[CH:35]=[CH:34][CH:33]=[CH:32][C:27]=1/[CH:28]=[CH:29]/[CH2:30][NH:1][C:2]1[CH:3]=[C:4]([C:8]2[N:13]3[N:14]=[CH:15][C:16]([C:17]([C:19]4[S:20][CH:21]=[CH:22][CH:23]=4)=[O:18])=[C:12]3[N:11]=[CH:10][CH:9]=2)[CH:5]=[CH:6][CH:7]=1. (3) Given the reactants [Cl:1][C:2]1[CH:7]=[CH:6][C:5]([CH2:8]Cl)=[CH:4][N:3]=1.C(=O)([O-])[O-].[K+].[K+].[F:16][C:17]([F:31])([C:27]([F:30])([F:29])[F:28])[C:18]([N:20]=[C:21]1[CH:26]=[CH:25][CH:24]=[CH:23][NH:22]1)=[O:19], predict the reaction product. The product is: [Cl:1][C:2]1[N:3]=[CH:4][C:5]([CH2:8][N:22]2[CH:23]=[CH:24][CH:25]=[CH:26][C:21]2=[N:20][C:18](=[O:19])[C:17]([F:16])([F:31])[C:27]([F:29])([F:30])[F:28])=[CH:6][CH:7]=1. (4) Given the reactants [Si]([O:8][CH2:9][C:10]1[CH:11]=[C:12]([C:25]2[CH:26]=[CH:27][C:28]3[CH:29]=[CH:30][C:31]4[C:36]([C:37]=3[CH:38]=2)=[CH:35][CH:34]=[CH:33][CH:32]=4)[CH:13]=[C:14]([CH2:16][O:17][Si](C(C)(C)C)(C)C)[CH:15]=1)(C(C)(C)C)(C)C.[C:39](Cl)([C:56]1[CH:61]=[CH:60][CH:59]=[CH:58][CH:57]=1)([C:48]1[CH:55]=[CH:54][C:51]([O:52][CH3:53])=[CH:50][CH:49]=1)[C:40]1[CH:47]=[CH:46][C:43]([O:44][CH3:45])=[CH:42][CH:41]=1, predict the reaction product. The product is: [OH:17][CH2:16][C:14]1[CH:13]=[C:12]([C:25]2[C:38]3[CH:29]=[CH:30][C:31]4[C:36](=[CH:35][CH:34]=[CH:33][CH:32]=4)[C:37]=3[CH:28]=[CH:27][CH:26]=2)[CH:11]=[C:10]([CH2:9][O:8][C:39]([C:56]2[CH:61]=[CH:60][CH:59]=[CH:58][CH:57]=2)([C:48]2[CH:55]=[CH:54][C:51]([O:52][CH3:53])=[CH:50][CH:49]=2)[C:40]2[CH:47]=[CH:46][C:43]([O:44][CH3:45])=[CH:42][CH:41]=2)[CH:15]=1. (5) Given the reactants [CH:1]1([C@@H:4]2[O:13][CH2:12][C:7]3=[N:8][O:9][C@@H:10]([CH3:11])[C@@H:6]3[CH2:5]2)[CH2:3][CH2:2]1.C1([C@@H]2OC[C@]3([C:26]4[CH:31]=[CH:30][C:29]([F:32])=[CH:28][C:27]=4[F:33])NOC[C@@H]3C2)CC1, predict the reaction product. The product is: [CH:1]1([C@@H:4]2[O:13][CH2:12][C@:7]3([C:26]4[CH:31]=[CH:30][C:29]([F:32])=[CH:28][C:27]=4[F:33])[NH:8][O:9][C@@H:10]([CH3:11])[C@@H:6]3[CH2:5]2)[CH2:2][CH2:3]1. (6) Given the reactants Cl[CH2:2][CH2:3][O:4][C:5]1[CH:13]=[C:12]2[C:8]([C:9]([S:14]([C:17]3[C:26]4[C:21](=[CH:22][CH:23]=[CH:24][CH:25]=4)[CH:20]=[CH:19][CH:18]=3)(=[O:16])=[O:15])=[N:10][NH:11]2)=[CH:7][CH:6]=1.[N-:27]=[N+:28]=[N-:29].[Na+], predict the reaction product. The product is: [N:27]([CH2:2][CH2:3][O:4][C:5]1[CH:13]=[C:12]2[C:8]([C:9]([S:14]([C:17]3[C:26]4[C:21](=[CH:22][CH:23]=[CH:24][CH:25]=4)[CH:20]=[CH:19][CH:18]=3)(=[O:16])=[O:15])=[N:10][NH:11]2)=[CH:7][CH:6]=1)=[N+:28]=[N-:29]. (7) Given the reactants [Cl:1][C:2]1[S:6][C:5]([CH:7]=O)=[CH:4][CH:3]=1.[CH3:9][O:10][CH2:11][CH2:12][NH2:13].[C:14]1(=[O:25])[O:20][C:18](=O)[C:17]2=[CH:21][CH:22]=[CH:23][CH:24]=[C:16]2[CH2:15]1.[N:26]1([C:31]2[CH:37]=[CH:36][C:34]([NH2:35])=[CH:33][CH:32]=2)[CH:30]=[CH:29][CH:28]=[CH:27]1, predict the reaction product. The product is: [N:26]1([C:31]2[CH:37]=[CH:36][C:34]([NH:35][C:14]([CH:15]3[C:16]4[C:17](=[CH:21][CH:22]=[CH:23][CH:24]=4)[C:18](=[O:20])[N:13]([CH2:12][CH2:11][O:10][CH3:9])[CH:7]3[C:5]3[S:6][C:2]([Cl:1])=[CH:3][CH:4]=3)=[O:25])=[CH:33][CH:32]=2)[CH:27]=[CH:28][CH:29]=[CH:30]1.